Dataset: Catalyst prediction with 721,799 reactions and 888 catalyst types from USPTO. Task: Predict which catalyst facilitates the given reaction. (1) Reactant: [OH:1][C:2]1[CH:7]=[CH:6][C:5]([CH2:8][CH:9]([NH:11][C:12](=[O:14])[CH3:13])[CH3:10])=[CH:4][CH:3]=1.C1C=CC(N([S:22]([C:25]([F:28])([F:27])[F:26])(=[O:24])=[O:23])[S:22]([C:25]([F:28])([F:27])[F:26])(=[O:24])=[O:23])=CC=1. Product: [C:12]([NH:11][CH:9]([CH3:10])[CH2:8][C:5]1[CH:4]=[CH:3][C:2]([O:1][S:22]([C:25]([F:28])([F:27])[F:26])(=[O:24])=[O:23])=[CH:7][CH:6]=1)(=[O:14])[CH3:13]. The catalyst class is: 2. (2) Reactant: [CH3:1][O:2][C:3]1[CH:4]=[C:5]2[C:10](=[CH:11][C:12]=1[O:13][CH3:14])[N:9]=[CH:8][CH:7]=[C:6]2[O:15][C:16]1[CH:22]=[CH:21][C:19]([NH2:20])=[C:18]([CH3:23])[C:17]=1[CH3:24].C1(C)C=CC=CC=1.C(N(CC)CC)C.ClC(Cl)(O[C:43](=[O:49])[O:44][C:45](Cl)(Cl)Cl)Cl.[Cl:51][C:52]1[CH:57]=[CH:56][C:55]([S:58][CH2:59][CH2:60]CO)=[C:54]([CH3:63])[CH:53]=1. Product: [CH3:1][O:2][C:3]1[CH:4]=[C:5]2[C:10](=[CH:11][C:12]=1[O:13][CH3:14])[N:9]=[CH:8][CH:7]=[C:6]2[O:15][C:16]1[CH:22]=[CH:21][C:19]([NH:20][C:43](=[O:49])[O:44][CH2:45][CH2:60][CH2:59][S:58][C:55]2[CH:56]=[CH:57][C:52]([Cl:51])=[CH:53][C:54]=2[CH3:63])=[C:18]([CH3:23])[C:17]=1[CH3:24]. The catalyst class is: 2. (3) Reactant: [CH3:1][N:2]([CH3:13])[C:3]1[CH:8]=[CH:7][C:6]([N+:9]([O-])=O)=[CH:5][C:4]=1[CH3:12]. Product: [NH2:9][C:6]1[CH:7]=[CH:8][C:3]([N:2]([CH3:1])[CH3:13])=[C:4]([CH3:12])[CH:5]=1. The catalyst class is: 19. (4) Product: [CH:1]([C:4]1[N:8]=[C:7]([N:9]2[CH2:10][CH2:11][CH:12]([CH2:15][CH2:16][CH2:17][O:18][C:19]3[CH:20]=[CH:21][C:22]([C:25]([OH:27])=[O:26])=[N:23][CH:24]=3)[CH2:13][CH2:14]2)[O:6][N:5]=1)([CH3:3])[CH3:2]. The catalyst class is: 6. Reactant: [CH:1]([C:4]1[N:8]=[C:7]([N:9]2[CH2:14][CH2:13][CH:12]([CH2:15][CH2:16][CH2:17][O:18][C:19]3[CH:20]=[CH:21][C:22]([C:25]([O:27]C)=[O:26])=[N:23][CH:24]=3)[CH2:11][CH2:10]2)[O:6][N:5]=1)([CH3:3])[CH3:2].O[Li].O.CO. (5) Reactant: C(OC([N:8]1[CH2:13][CH2:12][CH2:11][C@@H:10]([O:14][CH3:15])[CH2:9]1)=O)(C)(C)C.[C:16]([OH:22])([C:18]([F:21])([F:20])[F:19])=[O:17]. Product: [F:19][C:18]([F:21])([F:20])[C:16]([OH:22])=[O:17].[CH3:15][O:14][C@@H:10]1[CH2:11][CH2:12][CH2:13][NH:8][CH2:9]1. The catalyst class is: 2. (6) Reactant: C1(COC([N:11]2[CH2:16][CH:15]3[CH2:17][CH:12]2[CH2:13][N:14]3[CH2:18][CH:19]([OH:31])[C:20]2[CH:29]=[CH:28][C:23]3[C:24](=[O:27])[O:25][CH2:26][C:22]=3[C:21]=2[CH3:30])=O)C=CC=CC=1. Product: [CH:15]12[CH2:17][CH:12]([NH:11][CH2:16]1)[CH2:13][N:14]2[CH2:18][CH:19]([C:20]1[CH:29]=[CH:28][C:23]2[C:24](=[O:27])[O:25][CH2:26][C:22]=2[C:21]=1[CH3:30])[OH:31]. The catalyst class is: 99. (7) Reactant: [N+:1]([C:4]1[CH:5]=[C:6]([C:10]2([CH3:20])[CH2:15][N:14]3[CH:16]=[CH:17][N:18]=[C:13]3[C:12]([NH2:19])=[N:11]2)[CH:7]=[CH:8][CH:9]=1)([O-])=O.[H][H]. Product: [NH2:1][C:4]1[CH:5]=[C:6]([C:10]2([CH3:20])[CH2:15][N:14]3[CH:16]=[CH:17][N:18]=[C:13]3[C:12]([NH2:19])=[N:11]2)[CH:7]=[CH:8][CH:9]=1. The catalyst class is: 29.